From a dataset of Full USPTO retrosynthesis dataset with 1.9M reactions from patents (1976-2016). Predict the reactants needed to synthesize the given product. (1) Given the product [CH3:19][O:20][C:21]1[CH:30]=[C:29]2[C:24]([N:25]=[CH:26][C:27](=[O:35])[N:28]2[CH2:31][CH2:32][CH2:33][NH:1][C@@H:2]2[CH2:6][N:5]([C:7]3[CH:8]=[CH:9][C:10]4[O:11][CH2:12][C:13](=[O:17])[NH:14][C:15]=4[N:16]=3)[C:4](=[O:18])[CH2:3]2)=[CH:23][CH:22]=1, predict the reactants needed to synthesize it. The reactants are: [NH2:1][C@@H:2]1[CH2:6][N:5]([C:7]2[CH:8]=[CH:9][C:10]3[O:11][CH2:12][C:13](=[O:17])[NH:14][C:15]=3[N:16]=2)[C:4](=[O:18])[CH2:3]1.[CH3:19][O:20][C:21]1[CH:30]=[C:29]2[C:24]([N:25]=[CH:26][C:27](=[O:35])[N:28]2[CH2:31][CH2:32][CH:33]=O)=[CH:23][CH:22]=1.C(O[BH-](OC(=O)C)OC(=O)C)(=O)C.[Na+]. (2) Given the product [C:1]([N:4]1[C:8]2=[CH:9][CH:10]=[C:11]([C:34]3[CH:33]=[CH:32][C:31]([O:30][CH3:29])=[C:36]([O:37][CH3:38])[CH:35]=3)[C:12](=[O:13])[N:7]2[C@H:6]([C:15]2[CH:20]=[CH:19][C:18]([Cl:21])=[CH:17][CH:16]=2)[C@@H:5]1[C:22]1[CH:27]=[CH:26][C:25]([Cl:28])=[CH:24][CH:23]=1)(=[O:3])[CH3:2], predict the reactants needed to synthesize it. The reactants are: [C:1]([N:4]1[C:8]2=[CH:9][CH:10]=[C:11](I)[C:12](=[O:13])[N:7]2[C@H:6]([C:15]2[CH:20]=[CH:19][C:18]([Cl:21])=[CH:17][CH:16]=2)[C@@H:5]1[C:22]1[CH:27]=[CH:26][C:25]([Cl:28])=[CH:24][CH:23]=1)(=[O:3])[CH3:2].[CH3:29][O:30][C:31]1[CH:32]=[C:33](B(O)O)[CH:34]=[CH:35][C:36]=1[O:37][CH3:38]. (3) The reactants are: Br[C:2]1[C:10]2[N:9]3[CH2:11][CH2:12][NH:13][C:14](=[O:15])[C:8]3=[C:7]([CH3:16])[C:6]=2[CH:5]=[C:4]([C:17]#[N:18])[CH:3]=1.[F:19][C:20]1[CH:21]=[C:22](B(O)O)[CH:23]=[C:24]([F:26])[CH:25]=1. Given the product [F:19][C:20]1[CH:21]=[C:22]([C:2]2[C:10]3[N:9]4[CH2:11][CH2:12][NH:13][C:14](=[O:15])[C:8]4=[C:7]([CH3:16])[C:6]=3[CH:5]=[C:4]([C:17]#[N:18])[CH:3]=2)[CH:23]=[C:24]([F:26])[CH:25]=1, predict the reactants needed to synthesize it. (4) Given the product [CH3:1][O:2][C@H:3]1[CH2:8][CH2:7][NH:6][C@H:5]([C:9]2[CH:18]=[CH:17][C:12]([C:13]([O:15][CH3:16])=[O:14])=[CH:11][CH:10]=2)[CH2:4]1.[CH3:1][O:2][C@@H:3]1[CH2:8][CH2:7][NH:6][C@@H:5]([C:9]2[CH:18]=[CH:17][C:12]([C:13]([O:15][CH3:16])=[O:14])=[CH:11][CH:10]=2)[CH2:4]1, predict the reactants needed to synthesize it. The reactants are: [CH3:1][O:2][C@H:3]1[CH2:8][CH2:7][NH:6][C@H:5]([C:9]2[CH:18]=[CH:17][C:12]([C:13]([O:15][CH3:16])=[O:14])=[CH:11][CH:10]=2)[CH2:4]1.CO.[NH4+].[OH-]. (5) Given the product [N:22]1[C:30]2[CH2:29][C@H:28]([CH2:31][N:4]3[C:5]4=[N:10][C:9]([C:11]5[CH:16]=[CH:15][N:14]=[CH:13][CH:12]=5)=[CH:8][C:7](=[O:17])[N:6]4[CH2:18][C:2]([CH3:19])([CH3:1])[CH2:3]3)[CH2:27][C:26]=2[CH:25]=[CH:24][CH:23]=1, predict the reactants needed to synthesize it. The reactants are: [CH3:1][C:2]1([CH3:19])[CH2:18][N:6]2[C:7](=[O:17])[CH:8]=[C:9]([C:11]3[CH:16]=[CH:15][N:14]=[CH:13][CH:12]=3)[N:10]=[C:5]2[NH:4][CH2:3]1.[H-].[Na+].[N:22]1[C:30]2[CH2:29][CH:28]([CH2:31]OS(C)(=O)=O)[CH2:27][C:26]=2[CH:25]=[CH:24][CH:23]=1.O. (6) Given the product [C:65]([C:63]1[CH:64]=[C:59]([CH2:58][CH2:57][C:55]2[CH:56]=[C:51]([CH2:50][CH2:49][C:47]3[CH:46]=[C:43]([CH:42]=[C:41]([CH2:40][CH2:39][C:19]4[CH:18]=[C:17]([CH2:16][CH2:15][C:7]5[CH:8]=[C:9]([C:11]([CH3:14])([CH3:13])[CH3:12])[CH:10]=[C:5]([C:1]([CH3:4])([CH3:3])[CH3:2])[CH:6]=5)[CH:22]=[C:21]([CH2:23][CH2:24][C:25]5[CH:30]=[C:29]([C:31]([CH3:34])([CH3:33])[CH3:32])[CH:28]=[C:27]([C:35]([CH3:38])([CH3:37])[CH3:36])[CH:26]=5)[CH:20]=4)[CH:48]=3)[CH:44]=[O:45])[CH:52]=[C:53]([CH2:73][CH2:74][C:75]3[CH:80]=[C:79]([C:81]([CH3:84])([CH3:83])[CH3:82])[CH:78]=[C:77]([C:85]([CH3:88])([CH3:87])[CH3:86])[CH:76]=3)[CH:54]=2)[CH:60]=[C:61]([C:69]([CH3:71])([CH3:70])[CH3:72])[CH:62]=1)([CH3:66])([CH3:67])[CH3:68], predict the reactants needed to synthesize it. The reactants are: [C:1]([C:5]1[CH:6]=[C:7]([CH2:15][CH2:16][C:17]2[CH:18]=[C:19]([CH2:39][CH2:40][C:41]3[CH:42]=[C:43]([CH:46]=[C:47]([CH2:49][CH2:50][C:51]4[CH:56]=[C:55]([CH2:57][CH2:58][C:59]5[CH:64]=[C:63]([C:65]([CH3:68])([CH3:67])[CH3:66])[CH:62]=[C:61]([C:69]([CH3:72])([CH3:71])[CH3:70])[CH:60]=5)[CH:54]=[C:53]([CH2:73][CH2:74][C:75]5[CH:80]=[C:79]([C:81]([CH3:84])([CH3:83])[CH3:82])[CH:78]=[C:77]([C:85]([CH3:88])([CH3:87])[CH3:86])[CH:76]=5)[CH:52]=4)[CH:48]=3)[CH2:44][OH:45])[CH:20]=[C:21]([CH2:23][CH2:24][C:25]3[CH:30]=[C:29]([C:31]([CH3:34])([CH3:33])[CH3:32])[CH:28]=[C:27]([C:35]([CH3:38])([CH3:37])[CH3:36])[CH:26]=3)[CH:22]=2)[CH:8]=[C:9]([C:11]([CH3:14])([CH3:13])[CH3:12])[CH:10]=1)([CH3:4])([CH3:3])[CH3:2].[Cr](Cl)([O-])(=O)=O.[NH+]1C=CC=CC=1. (7) Given the product [NH2:13][C:10]1[CH:9]=[CH:8][C:7]([C:2]([CH3:6])([CH3:1])[CH2:3][C:4]#[N:5])=[CH:12][CH:11]=1, predict the reactants needed to synthesize it. The reactants are: [CH3:1][C:2]([C:7]1[CH:12]=[CH:11][C:10]([N+:13]([O-])=O)=[CH:9][CH:8]=1)([CH3:6])[CH2:3][C:4]#[N:5]. (8) Given the product [CH2:2]([C@@:9]12[CH2:10][CH2:11][C:12](=[O:27])[CH2:13][C@@H:14]1[CH:15]=[CH:16][C:17]1[CH:18]=[C:19]([C:23]([O:25][CH3:26])=[O:24])[CH:20]=[CH:21][C:22]2=1)[C:3]1[CH:4]=[CH:5][CH:6]=[CH:7][CH:8]=1, predict the reactants needed to synthesize it. The reactants are: Cl.[CH2:2]([C@:9]12[C:22]3[C:17](=[CH:18][C:19]([C:23]([O:25][CH3:26])=[O:24])=[CH:20][CH:21]=3)[CH:16]=[CH:15][C@H:14]1[CH2:13][C:12]1(OCC[O:27]1)[CH2:11][CH2:10]2)[C:3]1[CH:8]=[CH:7][CH:6]=[CH:5][CH:4]=1.C1COCC1. (9) Given the product [Br:16][C:12]1[C:7]2[N:6]=[N:5][N:4]([CH2:3][C:2]([CH3:15])([CH3:14])[CH3:1])[C:8]=2[CH:9]=[CH:10][C:11]=1[OH:13], predict the reactants needed to synthesize it. The reactants are: [CH3:1][C:2]([CH3:15])([CH3:14])[CH2:3][N:4]1[C:8]2[CH:9]=[CH:10][C:11]([OH:13])=[CH:12][C:7]=2[N:6]=[N:5]1.[Br-:16].[Br-].[Br-].[NH+]1C=CC=CC=1.[NH+]1C=CC=CC=1.[NH+]1C=CC=CC=1.